Task: Predict which catalyst facilitates the given reaction.. Dataset: Catalyst prediction with 721,799 reactions and 888 catalyst types from USPTO Reactant: [CH3:1][C:2]1[CH:7]=[C:6]([C:8]([F:11])([F:10])[F:9])[CH:5]=[C:4]([N+:12]([O-:14])=[O:13])[C:3]=1[I:15].C1C(=O)N([Br:23])C(=O)C1.CC(N=NC(C#N)(C)C)(C#N)C. Product: [Br:23][CH2:1][C:2]1[CH:7]=[C:6]([C:8]([F:11])([F:9])[F:10])[CH:5]=[C:4]([N+:12]([O-:14])=[O:13])[C:3]=1[I:15]. The catalyst class is: 53.